Dataset: Peptide-MHC class II binding affinity with 134,281 pairs from IEDB. Task: Regression. Given a peptide amino acid sequence and an MHC pseudo amino acid sequence, predict their binding affinity value. This is MHC class II binding data. (1) The peptide sequence is MNIKLQMPLYVAGYK. The MHC is HLA-DQA10104-DQB10503 with pseudo-sequence HLA-DQA10104-DQB10503. The binding affinity (normalized) is 0.311. (2) The peptide sequence is SQDLELDWNLNGLQAY. The MHC is DRB1_0401 with pseudo-sequence DRB1_0401. The binding affinity (normalized) is 0.582.